From a dataset of Reaction yield outcomes from USPTO patents with 853,638 reactions. Predict the reaction yield, written as a fraction of the theoretical maximum amount of product (1.0 means a 100% yield; for example, 0.34 means a 34% yield). (1) The reactants are [CH:1]([N:14]1[CH2:19][CH2:18][N:17]([C:20]([C@@H:22]2[CH2:24][C@H:23]2[C:25](O)=[O:26])=[O:21])[CH2:16][CH2:15]1)([C:8]1[CH:13]=[CH:12][CH:11]=[CH:10][CH:9]=1)[C:2]1[CH:7]=[CH:6][CH:5]=[CH:4][CH:3]=1.[C:28]([NH2:32])([CH3:31])([CH3:30])[CH3:29].C(N=C=NCCCN(C)C)C. The catalyst is CN(C)C1C=CN=CC=1.ClCCl. The product is [CH:1]([N:14]1[CH2:15][CH2:16][N:17]([C:20]([C@@H:22]2[CH2:24][C@H:23]2[C:25]([NH:32][C:28]([CH3:31])([CH3:30])[CH3:29])=[O:26])=[O:21])[CH2:18][CH2:19]1)([C:2]1[CH:7]=[CH:6][CH:5]=[CH:4][CH:3]=1)[C:8]1[CH:9]=[CH:10][CH:11]=[CH:12][CH:13]=1. The yield is 0.900. (2) The reactants are [Cl:1][C:2]1[CH:7]=[C:6]([CH:8]2[CH2:13][CH2:12][NH:11][CH2:10][CH2:9]2)[CH:5]=[C:4]([Cl:14])[N:3]=1.[O:15]1[CH2:18][C:17](=O)[CH2:16]1.C([BH3-])#N.[Na+]. The catalyst is C1COCC1. The product is [Cl:1][C:2]1[CH:7]=[C:6]([CH:8]2[CH2:9][CH2:10][N:11]([CH:17]3[CH2:18][O:15][CH2:16]3)[CH2:12][CH2:13]2)[CH:5]=[C:4]([Cl:14])[N:3]=1. The yield is 0.887. (3) The reactants are [F:1][C:2]1[CH:11]=[C:10]([N+:12]([O-:14])=[O:13])[C:9]([F:15])=[CH:8][C:3]=1[C:4](OC)=[O:5].CC(C[AlH]CC(C)C)C.C1(C)C=CC=CC=1. The catalyst is C1COCC1. The product is [F:1][C:2]1[CH:11]=[C:10]([N+:12]([O-:14])=[O:13])[C:9]([F:15])=[CH:8][C:3]=1[CH2:4][OH:5]. The yield is 0.860. (4) The reactants are [CH3:1][O:2][C:3](=[O:16])[CH:4]([NH:8][C:9]([O:11][C:12]([CH3:15])([CH3:14])[CH3:13])=[O:10])[CH:5]([OH:7])[CH3:6].FS([C:21]([F:26])([F:25])C(O)=O)(=O)=O.O. The catalyst is C(#N)C.C(OCC)(=O)C.[Cu]I. The product is [CH3:1][O:2][C:3](=[O:16])[CH:4]([NH:8][C:9]([O:11][C:12]([CH3:15])([CH3:14])[CH3:13])=[O:10])[CH:5]([O:7][CH:21]([F:26])[F:25])[CH3:6]. The yield is 0.360. (5) The reactants are [F:1][C:2]1[CH:19]=[C:18]([F:20])[CH:17]=[CH:16][C:3]=1[CH2:4][NH:5][C:6](=O)[C:7]1[CH:12]=[CH:11][C:10]([CH2:13][CH3:14])=[CH:9][CH:8]=1.B. The catalyst is C1COCC1.C(OCC)C. The product is [F:1][C:2]1[CH:19]=[C:18]([F:20])[CH:17]=[CH:16][C:3]=1[CH2:4][NH:5][CH2:6][C:7]1[CH:12]=[CH:11][C:10]([CH2:13][CH3:14])=[CH:9][CH:8]=1. The yield is 0.940. (6) The reactants are [F:1][C:2]1[C:3]([CH:8]([NH:10][C:11]([NH:13][C:14]2[CH:19]=[CH:18][C:17]([Br:20])=[CH:16][N:15]=2)=S)[CH3:9])=[N:4][CH:5]=[CH:6][CH:7]=1.[OH:21]O. The catalyst is C(O)(=O)C. The product is [F:1][C:2]1[C:3]([CH:8]([NH:10][C:11]([NH:13][C:14]2[CH:19]=[CH:18][C:17]([Br:20])=[CH:16][N:15]=2)=[O:21])[CH3:9])=[N:4][CH:5]=[CH:6][CH:7]=1. The yield is 0.196. (7) The reactants are C([O:8][C:9]1[CH:14]=[C:13]([F:15])[C:12]([N+:16]([O-])=O)=[CH:11][C:10]=1[F:19])C1C=CC=CC=1. The catalyst is CO.C1COCC1.[Pd]. The product is [NH2:16][C:12]1[C:13]([F:15])=[CH:14][C:9]([OH:8])=[C:10]([F:19])[CH:11]=1. The yield is 0.860. (8) The reactants are [CH2:1]([O:8][CH2:9][C:10]1([CH2:14][OH:15])[CH2:13][O:12][CH2:11]1)[C:2]1[CH:7]=[CH:6][CH:5]=[CH:4][CH:3]=1.C(N(CC)CC)C.[CH3:23][S:24](Cl)(=[O:26])=[O:25]. The catalyst is C(Cl)Cl. The product is [CH3:23][S:24]([O:15][CH2:14][C:10]1([CH2:9][O:8][CH2:1][C:2]2[CH:3]=[CH:4][CH:5]=[CH:6][CH:7]=2)[CH2:13][O:12][CH2:11]1)(=[O:26])=[O:25]. The yield is 1.00. (9) The reactants are [O:1]1[C:3]2([CH2:8][CH2:7][N:6]([C:9]3[CH:14]=[CH:13][C:12]([N:15]4[CH2:19][C@H:18]([CH2:20][NH:21][C:22](=[O:24])[CH3:23])[O:17][C:16]4=[O:25])=[CH:11][C:10]=3[F:26])[CH2:5][CH2:4]2)[CH2:2]1.[CH:27]1([NH2:30])[CH2:29][CH2:28]1. The catalyst is CO. The product is [CH:27]1([NH:30][CH2:2][C:3]2([OH:1])[CH2:4][CH2:5][N:6]([C:9]3[CH:14]=[CH:13][C:12]([N:15]4[CH2:19][C@H:18]([CH2:20][NH:21][C:22](=[O:24])[CH3:23])[O:17][C:16]4=[O:25])=[CH:11][C:10]=3[F:26])[CH2:7][CH2:8]2)[CH2:29][CH2:28]1. The yield is 0.730. (10) The reactants are [CH3:1][CH:2]1[CH2:8][N:7]([C:9](=[O:14])[C:10]([F:13])([F:12])[F:11])[CH2:6][CH2:5][C:4]2[N:15]=[C:16]([OH:19])[CH:17]=[CH:18][C:3]1=2.C1C(=O)N([I:27])C(=O)C1. The catalyst is C(O)(C(F)(F)F)=O.CC(O)=O. The product is [I:27][C:17]1[C:16]([OH:19])=[N:15][C:4]2[CH2:5][CH2:6][N:7]([C:9](=[O:14])[C:10]([F:13])([F:11])[F:12])[CH2:8][CH:2]([CH3:1])[C:3]=2[CH:18]=1. The yield is 0.980.